This data is from Full USPTO retrosynthesis dataset with 1.9M reactions from patents (1976-2016). The task is: Predict the reactants needed to synthesize the given product. (1) Given the product [CH2:1]([O:3][P:4]([C:9]([F:28])([F:27])[CH2:10][C@@H:11]([OH:26])[C@@H:12]([OH:25])[C@@H:13]([OH:24])[CH2:14][NH:15][O:16][CH2:17][C:18]1[CH:19]=[CH:20][CH:21]=[CH:22][CH:23]=1)(=[O:8])[O:5][CH2:6][CH3:7])[CH3:2], predict the reactants needed to synthesize it. The reactants are: [CH2:1]([O:3][P:4]([C:9]([F:28])([F:27])[CH2:10][C@@H:11]([OH:26])[C@@H:12]([OH:25])[C@H:13]([OH:24])[CH:14]=[N:15][O:16][CH2:17][C:18]1[CH:23]=[CH:22][CH:21]=[CH:20][CH:19]=1)(=[O:8])[O:5][CH2:6][CH3:7])[CH3:2].B.C1COCC1.C(Cl)Cl.CO. (2) Given the product [NH:38]1[C:39]2[C:35](=[CH:34][C:33]([N:21]([CH2:22][C:23]3[CH:24]=[C:25]([CH2:29][OH:30])[CH:26]=[CH:27][CH:28]=3)[CH:18]3[CH2:19][CH2:20][NH:15][CH2:16][CH2:17]3)=[CH:41][CH:40]=2)[CH:36]=[CH:37]1, predict the reactants needed to synthesize it. The reactants are: FC(F)(F)C(O)=O.C(OC([N:15]1[CH2:20][CH2:19][CH:18]([N:21]([C:33]2[CH:34]=[C:35]3[C:39](=[CH:40][CH:41]=2)[NH:38][CH:37]=[CH:36]3)[CH2:22][C:23]2[CH:28]=[CH:27][CH:26]=[C:25]([C:29](OC)=[O:30])[CH:24]=2)[CH2:17][CH2:16]1)=O)(C)(C)C.[H-].[Al+3].[Li+].[H-].[H-].[H-]. (3) Given the product [OH:17][C@@H:18]1[C@@H:23]([C:24]2[CH:25]=[CH:26][C:27]([C:49]([O:51][CH3:52])=[O:50])=[CH:28][CH:29]=2)[C@H:22]([O:38][Si:39]([CH:46]([CH3:47])[CH3:48])([CH:40]([CH3:41])[CH3:42])[CH:43]([CH3:45])[CH3:44])[CH2:21][N:20]([C:49]([O:51][CH2:52][C:53]2[CH:54]=[CH:55][CH:56]=[CH:57][CH:58]=2)=[O:50])[CH2:19]1, predict the reactants needed to synthesize it. The reactants are: C1(P(CCC)C2C=CC=CC=2)C=CC=CC=1.[OH:17][C@@H:18]1[C@@H:23]([C:24]2[CH:29]=[CH:28][C:27](OS(C(F)(F)F)(=O)=O)=[CH:26][CH:25]=2)[C@H:22]([O:38][Si:39]([CH:46]([CH3:48])[CH3:47])([CH:43]([CH3:45])[CH3:44])[CH:40]([CH3:42])[CH3:41])[CH2:21][N:20]([C:49]([O:51][CH2:52][C:53]2[CH:58]=[CH:57][CH:56]=[CH:55][CH:54]=2)=[O:50])[CH2:19]1.C(N(CC)CC)C.[C]=O.